Dataset: Full USPTO retrosynthesis dataset with 1.9M reactions from patents (1976-2016). Task: Predict the reactants needed to synthesize the given product. (1) Given the product [Cl:7][C:8]1[CH:13]=[CH:12][C:11]([CH:3]([OH:4])[C:2]([CH3:6])([CH3:5])[CH3:1])=[CH:10][CH:9]=1, predict the reactants needed to synthesize it. The reactants are: [CH3:1][C:2]([CH3:6])([CH3:5])[CH:3]=[O:4].[Cl:7][C:8]1[CH:13]=[CH:12][C:11]([Mg]Br)=[CH:10][CH:9]=1. (2) Given the product [NH2:23][C:12]1[C:11]([CH:8]2[CH2:9][CH2:10][CH:5]([C:1]([CH3:4])([CH3:3])[CH3:2])[CH2:6][CH2:7]2)=[CH:22][C:15]2[N:16]([CH3:21])[C:17](=[O:20])[CH2:18][O:19][C:14]=2[CH:13]=1, predict the reactants needed to synthesize it. The reactants are: [C:1]([CH:5]1[CH2:10][CH2:9][C:8]([C:11]2[C:12]([N+:23]([O-])=O)=[CH:13][C:14]3[O:19][CH2:18][C:17](=[O:20])[N:16]([CH3:21])[C:15]=3[CH:22]=2)=[CH:7][CH2:6]1)([CH3:4])([CH3:3])[CH3:2].O1CCCC1. (3) Given the product [CH3:12][C@H:13]1[C@@:52]2([OH:54])[O:53][C@H:16]([CH2:17][C@H:18]([O:75][CH3:76])[C:19]([CH3:74])=[CH:20][CH:21]=[CH:22][CH:23]=[CH:24][C@@H:25]([CH3:73])[CH2:26][C@@H:27]([CH3:72])[C:28]([C@H:30]([O:70][CH3:71])[C@H:31]([OH:69])[C:32]([CH3:68])=[CH:33][C@@H:34]([CH3:67])[C:35]([CH2:37][C@@H:38]([C@@H:55]([CH2:57][C@H:58]3[CH2:63][C@@H:62]([O:64][CH3:65])[C@H:61]([OH:66])[CH2:60][CH2:59]3)[CH3:56])[O:39][C:40]([C@H:42]3[N:47]([C:48]([C:50]2=[O:51])=[O:49])[CH2:46][CH2:45][CH2:44][CH2:43]3)=[O:41])=[O:36])=[O:29])[CH2:15][CH2:14]1.[CH3:1][CH:2]([OH:6])[C:3]([OH:5])=[O:4].[CH2:7]([OH:11])[C:8]([OH:10])=[O:9], predict the reactants needed to synthesize it. The reactants are: [CH3:1][CH:2]([OH:6])[C:3]([OH:5])=[O:4].[CH2:7]([OH:11])[C:8]([OH:10])=[O:9].[CH3:12][C@H:13]1[C@@:52]2([OH:54])[O:53][C@H:16]([CH2:17][C@H:18]([O:75][CH3:76])[C:19]([CH3:74])=[CH:20][CH:21]=[CH:22][CH:23]=[CH:24][C@@H:25]([CH3:73])[CH2:26][C@@H:27]([CH3:72])[C:28]([C@H:30]([O:70][CH3:71])[C@H:31]([OH:69])[C:32]([CH3:68])=[CH:33][C@@H:34]([CH3:67])[C:35]([CH2:37][C@@H:38]([C@@H:55]([CH2:57][C@H:58]3[CH2:63][C@@H:62]([O:64][CH3:65])[C@H:61]([OH:66])[CH2:60][CH2:59]3)[CH3:56])[O:39][C:40]([C@H:42]3[N:47]([C:48]([C:50]2=[O:51])=[O:49])[CH2:46][CH2:45][CH2:44][CH2:43]3)=[O:41])=[O:36])=[O:29])[CH2:15][CH2:14]1. (4) Given the product [CH2:12]([C:14]1[CH:15]=[C:16]([NH:17][S:6]([N:9]2[CH2:2][CH2:3][O:4][C:10]2=[O:11])(=[O:8])=[O:7])[CH:18]=[CH:19][CH:20]=1)[CH3:13], predict the reactants needed to synthesize it. The reactants are: Br[CH2:2][CH2:3][OH:4].Cl[S:6]([N:9]=[C:10]=[O:11])(=[O:8])=[O:7].[CH2:12]([C:14]1[CH:15]=[C:16]([CH:18]=[CH:19][CH:20]=1)[NH2:17])[CH3:13].C(N(CC)CC)C.